The task is: Regression/Classification. Given a drug SMILES string, predict its absorption, distribution, metabolism, or excretion properties. Task type varies by dataset: regression for continuous measurements (e.g., permeability, clearance, half-life) or binary classification for categorical outcomes (e.g., BBB penetration, CYP inhibition). For this dataset (solubility_aqsoldb), we predict Y.. This data is from Aqueous solubility values for 9,982 compounds from the AqSolDB database. The compound is CC1(C)C(O)C(C)(C)C1O. The Y is -0.374 log mol/L.